This data is from Full USPTO retrosynthesis dataset with 1.9M reactions from patents (1976-2016). The task is: Predict the reactants needed to synthesize the given product. Given the product [Br:26][C:27]1[CH:28]=[C:29]([CH:30]2[C:3]3[C:4](=[O:11])[NH:5][N:6]([C:7]([CH3:8])([CH3:10])[CH3:9])[C:2]=3[NH:1][C:36]3[CH2:40][CH2:39][C:38](=[O:41])[C:37]2=3)[CH:32]=[CH:33][C:34]=1[F:35], predict the reactants needed to synthesize it. The reactants are: [NH2:1][C:2]1[N:6]([C:7]([CH3:10])([CH3:9])[CH3:8])[NH:5][C:4](=[O:11])[CH:3]=1.C(NN)(C)(C)C.C(CC(OCC)=O)#N.[Br:26][C:27]1[CH:28]=[C:29]([CH:32]=[CH:33][C:34]=1[F:35])[CH:30]=O.[C:36]1(=O)[CH2:40][CH2:39][C:38](=[O:41])[CH2:37]1.